This data is from Full USPTO retrosynthesis dataset with 1.9M reactions from patents (1976-2016). The task is: Predict the reactants needed to synthesize the given product. (1) The reactants are: [N:1]([CH2:4][CH2:5][O:6][CH2:7][CH2:8][O:9][CH2:10][CH:11]([OH:22])[CH2:12][O:13][CH2:14][CH2:15][O:16][CH2:17][CH2:18][N:19]=[N+:20]=[N-:21])=[N+:2]=[N-:3].Br[CH2:24][C:25]([OH:27])=[O:26]. Given the product [N:19]([CH2:18][CH2:17][O:16][CH2:15][CH2:14][O:13][CH2:12][CH:11]([O:22][CH2:24][C:25]([OH:27])=[O:26])[CH2:10][O:9][CH2:8][CH2:7][O:6][CH2:5][CH2:4][N:1]=[N+:2]=[N-:3])=[N+:20]=[N-:21], predict the reactants needed to synthesize it. (2) Given the product [CH2:1]([O:3][C:4](=[O:32])[CH2:5][S:6][C:7]1[N:8]=[C:9]([Cl:41])[C:10]2[S:15][C:14]([N:16]3[CH2:21][CH2:20][CH:19]([O:22][C:23]4[CH:28]=[C:27]([F:29])[CH:26]=[CH:25][C:24]=4[Br:30])[CH2:18][CH2:17]3)=[N:13][C:11]=2[N:12]=1)[CH3:2], predict the reactants needed to synthesize it. The reactants are: [CH2:1]([O:3][C:4](=[O:32])[CH2:5][S:6][C:7]1[NH:8][C:9](=O)[C:10]2[S:15][C:14]([N:16]3[CH2:21][CH2:20][CH:19]([O:22][C:23]4[CH:28]=[C:27]([F:29])[CH:26]=[CH:25][C:24]=4[Br:30])[CH2:18][CH2:17]3)=[N:13][C:11]=2[N:12]=1)[CH3:2].CN(C=O)C.C(Cl)(=O)C([Cl:41])=O. (3) Given the product [CH2:14]([C@H:21]1[CH2:25][N:24]([C:11](=[O:13])[CH2:10][C:4]2[C:5]([F:9])=[CH:6][CH:7]=[CH:8][C:3]=2[F:2])[C@H:23]([C:26]([NH:28][C:29]2[CH:34]=[CH:33][C:32]([O:35][C:36]3[CH:37]=[CH:38][C:39]([F:42])=[CH:40][CH:41]=3)=[CH:31][CH:30]=2)=[O:27])[CH2:22]1)[C:15]1[CH:16]=[CH:17][CH:18]=[CH:19][CH:20]=1, predict the reactants needed to synthesize it. The reactants are: Cl.[F:2][C:3]1[CH:8]=[CH:7][CH:6]=[C:5]([F:9])[C:4]=1[CH2:10][C:11]([OH:13])=O.[CH2:14]([C@H:21]1[CH2:25][NH:24][C@H:23]([C:26]([NH:28][C:29]2[CH:34]=[CH:33][C:32]([O:35][C:36]3[CH:41]=[CH:40][C:39]([F:42])=[CH:38][CH:37]=3)=[CH:31][CH:30]=2)=[O:27])[CH2:22]1)[C:15]1[CH:20]=[CH:19][CH:18]=[CH:17][CH:16]=1. (4) Given the product [OH:14][C:5]1[CH:6]=[CH:7][C:8]([O:10][CH2:11][CH2:12][CH3:13])=[CH:9][C:4]=1[C:3]([OH:15])=[O:2], predict the reactants needed to synthesize it. The reactants are: C[O:2][C:3](=[O:15])[C:4]1[CH:9]=[C:8]([O:10][CH2:11][CH:12]=[CH2:13])[CH:7]=[CH:6][C:5]=1[OH:14].[OH-].[Na+].Cl.